The task is: Predict the reactants needed to synthesize the given product.. This data is from Full USPTO retrosynthesis dataset with 1.9M reactions from patents (1976-2016). (1) Given the product [CH3:56][C:54]1[CH:55]=[C:50]([CH3:49])[N:51]=[C:52]([NH:57][CH:58]2[CH2:63][CH:62]3[N:64]([C:24]([C:18]4[CH:19]=[C:20]([F:23])[CH:21]=[CH:22][C:17]=4[N:26]4[N:30]=[CH:29][CH:28]=[N:27]4)=[O:25])[CH:59]2[CH2:60][CH2:61]3)[N:53]=1, predict the reactants needed to synthesize it. The reactants are: CC1C=C(C)N=C(NC23N([C:17]4([N:26]5[N:30]=[CH:29][CH:28]=[N:27]5)[CH:22]=[CH:21][C:20]([F:23])=[CH:19][CH:18]4[CH:24]=[O:25])C(CC2)CC3)N=1.FC(F)(F)C1N=CC(N[C@@H]2C[C@@H]3N[C@H]2CC3)=NC=1.[CH3:49][C:50]1[CH:55]=[C:54]([CH3:56])[N:53]=[C:52]([NH:57][CH:58]2[CH2:63][CH:62]3[NH:64][CH:59]2[CH2:60][CH2:61]3)[N:51]=1. (2) The reactants are: Br[C:2]1[C:10]2[S:9][C:8]([N:11]3[CH2:16][N:15]([CH3:17])[CH2:14][N:13]([CH2:18][CH3:19])[C:12]3=[O:20])=[N:7][C:6]=2[CH:5]=[C:4]([C:21]2[CH:22]=[N:23][C:24]([N:27]3[CH2:32][CH2:31][C:30]([CH3:38])([C:33]([O:35][CH2:36][CH3:37])=[O:34])[CH2:29][CH2:28]3)=[N:25][CH:26]=2)[CH:3]=1.[B:39]1(B2OCC(C)(C)CO2)[O:44]CC(C)(C)C[O:40]1.C(Cl)Cl.C([O-])(=O)C.[K+]. Given the product [CH2:36]([O:35][C:33]([C:30]1([CH3:38])[CH2:31][CH2:32][N:27]([C:24]2[N:23]=[CH:22][C:21]([C:4]3[CH:3]=[C:2]([B:39]([OH:44])[OH:40])[C:10]4[S:9][C:8]([N:11]5[CH2:16][N:15]([CH3:17])[CH2:14][N:13]([CH2:18][CH3:19])[C:12]5=[O:20])=[N:7][C:6]=4[CH:5]=3)=[CH:26][N:25]=2)[CH2:28][CH2:29]1)=[O:34])[CH3:37], predict the reactants needed to synthesize it.